From a dataset of Forward reaction prediction with 1.9M reactions from USPTO patents (1976-2016). Predict the product of the given reaction. Given the reactants [CH2:1]([O:12][P:13]([OH:16])([OH:15])=[O:14])[C@H:2]1[O:7][C@@H:6]([OH:8])[C@H:5]([OH:9])[C@@H:4]([OH:10])[C@@H:3]1[OH:11], predict the reaction product. The product is: [CH2:1]([O:12][P:13]([OH:16])([OH:15])=[O:14])[C@H:2]1[O:7][C@@H:6]([OH:8])[C@H:5]([OH:9])[C@@H:4]([OH:10])[C@@H:3]1[OH:11].[C@H:3]1([OH:11])[CH:4]([OH:10])[C@@H:5]([OH:9])[C@@H:6]([OH:8])[CH:1]([O:12][P:13]([OH:16])([OH:15])=[O:14])[C@@H:2]1[OH:7].